The task is: Regression. Given a peptide amino acid sequence and an MHC pseudo amino acid sequence, predict their binding affinity value. This is MHC class I binding data.. This data is from Peptide-MHC class I binding affinity with 185,985 pairs from IEDB/IMGT. (1) The peptide sequence is VSSCTRMM. The MHC is Mamu-A01 with pseudo-sequence Mamu-A01. The binding affinity (normalized) is 0.363. (2) The peptide sequence is DLLFNEKLKV. The MHC is HLA-A02:03 with pseudo-sequence HLA-A02:03. The binding affinity (normalized) is 0.468. (3) The peptide sequence is FSDLANSHQRS. The MHC is H-2-Db with pseudo-sequence H-2-Db. The binding affinity (normalized) is 0. (4) The peptide sequence is QTNLYNLLY. The MHC is HLA-B58:01 with pseudo-sequence HLA-B58:01. The binding affinity (normalized) is 0.406. (5) The MHC is Mamu-A11 with pseudo-sequence Mamu-A11. The binding affinity (normalized) is 0.909. The peptide sequence is FEFAFKDLF. (6) The peptide sequence is TCITSMAER. The MHC is HLA-A33:01 with pseudo-sequence HLA-A33:01. The binding affinity (normalized) is 0.272.